Dataset: Forward reaction prediction with 1.9M reactions from USPTO patents (1976-2016). Task: Predict the product of the given reaction. (1) Given the reactants [CH2:1]([N:8]([CH2:16][C:17]1[CH:22]=[CH:21][CH:20]=[CH:19][CH:18]=1)[CH:9]1[CH2:14][CH2:13][NH:12][CH:11]([CH3:15])[CH2:10]1)[C:2]1[CH:7]=[CH:6][CH:5]=[CH:4][CH:3]=1.C(N(CC)CC)C.Br[CH2:31][CH2:32][OH:33].ClCCl.CO, predict the reaction product. The product is: [CH2:16]([N:8]([CH2:1][C:2]1[CH:3]=[CH:4][CH:5]=[CH:6][CH:7]=1)[CH:9]1[CH2:14][CH2:13][N:12]([CH2:31][CH2:32][OH:33])[CH:11]([CH3:15])[CH2:10]1)[C:17]1[CH:22]=[CH:21][CH:20]=[CH:19][CH:18]=1. (2) Given the reactants [CH3:1][C:2]1[N:3]([C:8]2[CH:12]=[C:11]([CH:13]3[CH2:16][O:15][CH2:14]3)[N:10](COCC[Si](C)(C)C)[N:9]=2)[C:4]([CH3:7])=[CH:5][CH:6]=1.CCCC[N+](CCCC)(CCCC)CCCC.[F-], predict the reaction product. The product is: [CH3:1][C:2]1[N:3]([C:8]2[CH:12]=[C:11]([CH:13]3[CH2:16][O:15][CH2:14]3)[NH:10][N:9]=2)[C:4]([CH3:7])=[CH:5][CH:6]=1. (3) The product is: [CH3:40][O:39][CH:8]([O:7][CH3:6])[C:9]1[C:30]([O:31][CH2:32][O:33][CH3:34])=[C:29]([C:35]([F:38])([F:37])[F:36])[CH:28]=[CH:27][C:10]=1[CH2:11][O:12][C:13]1[CH:14]=[CH:15][C:16]([NH:19][CH3:20])=[CH:17][CH:18]=1. Given the reactants N1CCCC1.[CH3:6][O:7][CH:8]([O:39][CH3:40])[C:9]1[C:30]([O:31][CH2:32][O:33][CH3:34])=[C:29]([C:35]([F:38])([F:37])[F:36])[CH:28]=[CH:27][C:10]=1[CH2:11][O:12][C:13]1[CH:18]=[CH:17][C:16]([N:19](C)[C:20](=O)OCC=C)=[CH:15][CH:14]=1, predict the reaction product. (4) The product is: [O:1]=[C:2]1[NH:23][C:4](=[CH:8][C:9]2[O:13][C:12]([C:14]3[CH:22]=[CH:21][C:17]([C:18]([OH:20])=[O:19])=[CH:16][CH:15]=3)=[CH:11][CH:10]=2)[C:5](=[O:7])[NH:6]1. Given the reactants [O:1]=[C:2]1[NH:6][C:5](=[O:7])[C:4](=[CH:8][C:9]2[O:13][C:12]([C:14]3[CH:22]=[CH:21][C:17]([C:18]([OH:20])=[O:19])=[CH:16][CH:15]=3)=[CH:11][CH:10]=2)S1.[NH:23]1CC(=O)NC1=O, predict the reaction product.